From a dataset of Full USPTO retrosynthesis dataset with 1.9M reactions from patents (1976-2016). Predict the reactants needed to synthesize the given product. (1) Given the product [Cl:1][C:2]1[CH:3]=[C:4]2[C:9](=[CH:10][C:11]=1[O:12][C:13]1[CH:14]=[CH:15][C:16]([C:19](=[O:31])[NH:20][CH2:21][CH2:22][CH2:23][C:24]3[CH:25]=[CH:26][C:27]([Cl:30])=[CH:28][CH:29]=3)=[CH:17][CH:18]=1)[O:8][CH2:7][CH2:6][CH:5]2[C:32]([OH:34])=[O:33], predict the reactants needed to synthesize it. The reactants are: [Cl:1][C:2]1[CH:3]=[C:4]2[C:9](=[CH:10][C:11]=1[O:12][C:13]1[CH:18]=[CH:17][C:16]([C:19](=[O:31])[NH:20][CH2:21][CH2:22][CH2:23][C:24]3[CH:29]=[CH:28][C:27]([Cl:30])=[CH:26][CH:25]=3)=[CH:15][CH:14]=1)[O:8][CH2:7][CH2:6][CH:5]2[C:32]([O:34]CC)=[O:33].[OH-].[Na+].C(O)C. (2) Given the product [NH2:20][C:4]1[CH:3]=[C:2]([F:1])[CH:7]=[CH:6][C:5]=1[N:8]1[CH:12]=[CH:11][N:10]=[C:9]1[CH2:13][CH2:14][C:15]([O:17][CH2:18][CH3:19])=[O:16], predict the reactants needed to synthesize it. The reactants are: [F:1][C:2]1[CH:7]=[CH:6][C:5]([N:8]2[CH:12]=[CH:11][N:10]=[C:9]2[CH2:13][CH2:14][C:15]([O:17][CH2:18][CH3:19])=[O:16])=[C:4]([N+:20]([O-])=O)[CH:3]=1.[O-]S([O-])(=S)=O.[Na+].[Na+].C(=O)([O-])O.[Na+]. (3) Given the product [Cl:14][C:15]1[CH:16]=[C:17]([S:22]([N:25]([CH2:45][C:46]([O:48][C:49]([CH3:52])([CH3:51])[CH3:50])=[O:47])[C:26]2[C:35]3[C:30](=[C:31]([C:2]4[N:7]=[C:6]([N:8]5[CH2:13][CH2:12][O:11][CH2:10][CH2:9]5)[CH:5]=[CH:4][N:3]=4)[CH:32]=[CH:33][CH:34]=3)[CH:29]=[CH:28][CH:27]=2)(=[O:23])=[O:24])[CH:18]=[C:19]([Cl:21])[CH:20]=1, predict the reactants needed to synthesize it. The reactants are: Cl[C:2]1[N:7]=[C:6]([N:8]2[CH2:13][CH2:12][O:11][CH2:10][CH2:9]2)[CH:5]=[CH:4][N:3]=1.[Cl:14][C:15]1[CH:16]=[C:17]([S:22]([N:25]([CH2:45][C:46]([O:48][C:49]([CH3:52])([CH3:51])[CH3:50])=[O:47])[C:26]2[C:35]3[C:30](=[C:31](B4OC(C)(C)C(C)(C)O4)[CH:32]=[CH:33][CH:34]=3)[CH:29]=[CH:28][CH:27]=2)(=[O:24])=[O:23])[CH:18]=[C:19]([Cl:21])[CH:20]=1. (4) Given the product [C:13]([C:15]1[C:20]2[N:21]=[C:22]([C:24]([N:26]([CH3:33])[C:47]3[CH:48]=[CH:1][CH:46]=[CH:45][N:44]=3)=[O:25])[O:23][C:19]=2[C:18]([N:9]2[CH2:10][CH2:11][C@H:7]([N:6]([CH3:12])[CH3:5])[CH2:8]2)=[C:17]([C:35]2[CH:40]=[CH:39][CH:38]=[CH:37][CH:36]=2)[C:16]=1[CH3:41])#[N:14], predict the reactants needed to synthesize it. The reactants are: [CH3:1]S(C)=O.[CH3:5][N:6]([CH3:12])[C@@H:7]1[CH2:11][CH2:10][NH:9][CH2:8]1.[C:13]([C:15]1[C:20]2[N:21]=[C:22]([C:24]([N:26]([CH3:33])N3C=CC=CC3)=[O:25])[O:23][C:19]=2[C:18](F)=[C:17]([C:35]2[CH:40]=[CH:39][CH:38]=[CH:37][CH:36]=2)[C:16]=1[CH3:41])#[N:14].C([N:44]([CH2:47][CH3:48])[CH2:45][CH3:46])C. (5) Given the product [Cl:2][C:3]1[CH:4]=[N+:5]([O-:32])[CH:6]=[C:7]([Cl:31])[C:8]=1[CH2:9][C@@H:10]([C:19]1[CH:24]=[CH:23][C:22]([O:25][CH:26]([F:28])[F:27])=[C:21]([O:29][CH3:30])[CH:20]=1)[O:11][C:12]([C@H:14]1[N:18]([S:43]([C:39]2[CH:40]=[CH:41][CH:42]=[C:37]([C:35](=[O:36])[N:34]([CH3:33])[CH3:47])[CH:38]=2)(=[O:45])=[O:44])[CH2:17][CH2:16][S:15]1)=[O:13], predict the reactants needed to synthesize it. The reactants are: Cl.[Cl:2][C:3]1[CH:4]=[N+:5]([O-:32])[CH:6]=[C:7]([Cl:31])[C:8]=1[CH2:9][C@@H:10]([C:19]1[CH:24]=[CH:23][C:22]([O:25][CH:26]([F:28])[F:27])=[C:21]([O:29][CH3:30])[CH:20]=1)[O:11][C:12]([C@H:14]1[NH:18][CH2:17][CH2:16][S:15]1)=[O:13].[CH3:33][N:34]([CH3:47])[C:35]([C:37]1[CH:38]=[C:39]([S:43](Cl)(=[O:45])=[O:44])[CH:40]=[CH:41][CH:42]=1)=[O:36]. (6) Given the product [Br:19][C:20]1[CH:21]=[C:22]([CH:26]=[CH:27][CH:28]=1)[C:23]([NH:1][C:2]1[CH:3]=[CH:4][C:5]([O:8][C:9](=[O:18])[N:10]([CH3:17])[C:11]2[CH:16]=[CH:15][CH:14]=[CH:13][CH:12]=2)=[N:6][CH:7]=1)=[O:24], predict the reactants needed to synthesize it. The reactants are: [NH2:1][C:2]1[CH:3]=[CH:4][C:5]([O:8][C:9](=[O:18])[N:10]([CH3:17])[C:11]2[CH:16]=[CH:15][CH:14]=[CH:13][CH:12]=2)=[N:6][CH:7]=1.[Br:19][C:20]1[CH:21]=[C:22]([CH:26]=[CH:27][CH:28]=1)[C:23](Cl)=[O:24].C(N(CC)CC)C.ClCCl.